Dataset: Forward reaction prediction with 1.9M reactions from USPTO patents (1976-2016). Task: Predict the product of the given reaction. (1) The product is: [CH3:26][O:25][C@@H:14]1[C@H:13]([O:27][C:28](=[O:34])[CH2:29][CH2:30][C:31](=[O:33])[CH3:32])[C@@H:12]([CH2:11][OH:10])[O:16][C@H:15]1[N:17]1[CH:24]=[CH:23][C:21](=[O:22])[NH:20][C:18]1=[O:19]. Given the reactants COC1C=CC(C(C2C=CC(OC)=CC=2)(C2C=CC=CC=2)[O:10][CH2:11][C@H:12]2[O:16][C@@H:15]([N:17]3[CH:24]=[CH:23][C:21](=[O:22])[NH:20][C:18]3=[O:19])[C@H:14]([O:25][CH3:26])[C@@H:13]2[O:27][C:28](=[O:34])[CH2:29][CH2:30][C:31](=[O:33])[CH3:32])=CC=1.C(S)CCCCCCCCCCC.ClC(Cl)(Cl)C(O)=O.C(=O)(O)[O-].[Na+], predict the reaction product. (2) Given the reactants [F:1][C:2]1[CH:22]=[CH:21][C:5]([CH2:6][C:7]2[C:16]3[C:15](=[O:17])O[C:13](=[O:18])[NH:12][C:11]=3[CH:10]=[CH:9][C:8]=2[O:19][CH3:20])=[CH:4][CH:3]=1.[NH2:23][CH2:24][CH2:25][CH2:26][OH:27].Cl, predict the reaction product. The product is: [F:1][C:2]1[CH:3]=[CH:4][C:5]([CH2:6][C:7]2[C:8]([O:19][CH3:20])=[CH:9][CH:10]=[C:11]3[C:16]=2[C:15](=[O:17])[N:23]([CH2:24][CH2:25][CH2:26][OH:27])[C:13](=[O:18])[NH:12]3)=[CH:21][CH:22]=1. (3) Given the reactants Br[C:2]1[CH:7]=[CH:6][C:5]([C:8]2[O:9][C:10]([CH3:20])=[C:11]([CH2:13][CH2:14]OS(C)(=O)=O)[N:12]=2)=[CH:4][CH:3]=1.CC1O[C:25]([C:27]2C=C[C:30](B3OC(C)(C)C(C)(C)O3)=[CH:29][CH:28]=2)=[N:24]C=1CCO.Cl[C:46]1[CH:56]=[CH:55][C:49]([C:50]([N:52]([CH3:54])[CH3:53])=[O:51])=[CH:48][N:47]=1, predict the reaction product. The product is: [CH3:53][N:52]([CH3:54])[C:50](=[O:51])[C:49]1[CH:55]=[CH:56][C:46]([C:2]2[CH:7]=[CH:6][C:5]([C:8]3[O:9][C:10]([CH3:20])=[C:11]([CH2:13][CH2:14][N:24]4[CH2:25][CH2:27][CH2:28][CH:29]4[CH3:30])[N:12]=3)=[CH:4][CH:3]=2)=[N:47][CH:48]=1. (4) Given the reactants [CH2:1]([O:3][C:4]([N:6]([CH2:12][C:13]1[S:14][CH:15]=[CH:16][CH:17]=1)[CH2:7][CH2:8][C:9]([OH:11])=O)=[O:5])[CH3:2].C(Cl)(=O)C(Cl)=O.C(N)C1C=CC=CC=1.[Cl-].[Al+3].[Cl-].[Cl-].C(=O)(O)[O-].[Na+], predict the reaction product. The product is: [O:11]=[C:9]1[CH2:8][CH2:7][N:6]([C:4]([O:3][CH2:1][CH3:2])=[O:5])[CH2:12][C:13]2[S:14][CH:15]=[CH:16][C:17]1=2. (5) Given the reactants [NH:1]1[CH:5]=[N:4][CH:3]=[N:2]1.[O:6]=P(Cl)(Cl)Cl.C([O:14][C@@H:15]1[C@H:19]([O:20]C(=O)C)[C@@H:18]([CH:24]([C:26]([C:43]2[CH:48]=[CH:47][CH:46]=[CH:45][CH:44]=2)([C:35]2[CH:40]=[CH:39][C:38]([O:41][CH3:42])=[CH:37][CH:36]=2)[C:27]2[CH:32]=[CH:31][C:30]([O:33][CH3:34])=[CH:29][CH:28]=2)[OH:25])[S:17][C@H:16]1N1C=CC(=O)NC1=O)(=O)C.[C:57](#N)[CH3:58], predict the reaction product. The product is: [CH3:34][O:33][C:30]1[CH:31]=[CH:32][C:27]([C:26]([CH:24]([OH:25])[C@H:18]2[S:17][C@@H:16]([N:2]3[CH:58]=[CH:57][C:5]([NH2:1])=[N:4][C:3]3=[O:6])[C@H:15]([OH:14])[C@@H:19]2[OH:20])([C:43]2[CH:48]=[CH:47][CH:46]=[CH:45][CH:44]=2)[C:35]2[CH:36]=[CH:37][C:38]([O:41][CH3:42])=[CH:39][CH:40]=2)=[CH:28][CH:29]=1. (6) Given the reactants [OH:1][N:2]1[CH:6]=[CH:5][C:4]([C:7]2[S:8][CH:9]=[CH:10][CH:11]=2)=[N:3]1.[N:12]1([C:18](Cl)=[O:19])[CH2:17][CH2:16][O:15][CH2:14][CH2:13]1, predict the reaction product. The product is: [S:8]1[CH:9]=[CH:10][CH:11]=[C:7]1[C:4]1[CH:5]=[CH:6][N:2]([O:1][C:18]([N:12]2[CH2:17][CH2:16][O:15][CH2:14][CH2:13]2)=[O:19])[N:3]=1.